From a dataset of Full USPTO retrosynthesis dataset with 1.9M reactions from patents (1976-2016). Predict the reactants needed to synthesize the given product. (1) Given the product [F:29][C:8]1[C:7]2[O:6][C:5]3[C:14](=[CH:15][C:2]([C:36]4[C:31]([F:30])=[N:32][CH:33]=[CH:34][CH:35]=4)=[CH:3][CH:4]=3)[C:13]3([CH2:16][O:17][CH2:18][CH2:19][C:20]([NH2:22])=[N:21]3)[C:12]=2[CH:11]=[C:10]([O:23][CH2:24][C:25]([CH3:28])([CH3:27])[CH3:26])[CH:9]=1, predict the reactants needed to synthesize it. The reactants are: Br[C:2]1[CH:15]=[C:14]2[C:5]([O:6][C:7]3[C:8]([F:29])=[CH:9][C:10]([O:23][CH2:24][C:25]([CH3:28])([CH3:27])[CH3:26])=[CH:11][C:12]=3[C:13]32[CH2:16][O:17][CH2:18][CH2:19][C:20]([NH2:22])=[N:21]3)=[CH:4][CH:3]=1.[F:30][C:31]1[C:36](B(O)O)=[CH:35][CH:34]=[CH:33][N:32]=1.P([O-])([O-])([O-])=O.[K+].[K+].[K+].CC(N)CC1C=CC=CC=1.OP(O)(O)=O. (2) Given the product [CH2:1]([NH:3][C:4]1[C:9]([CH3:10])=[CH:8][C:7]2[C:12]([C:14]3[CH:27]=[CH:26][C:17]([O:18][CH2:19][CH2:20][CH2:21][CH2:22][C:23]([OH:25])=[O:24])=[CH:16][CH:15]=3)=[C:36]3[C:37]([O:11][C:6]=2[CH:5]=1)=[CH:38]/[C:39](=[N:30]/[CH2:28][CH3:29])/[C:34]([CH3:33])=[CH:35]3)[CH3:2], predict the reactants needed to synthesize it. The reactants are: [CH2:1]([NH:3][C:4]1[CH:5]=[C:6]([OH:11])[CH:7]=[CH:8][C:9]=1[CH3:10])[CH3:2].[CH:12]([C:14]1[CH:27]=[CH:26][C:17]([O:18][CH2:19][CH2:20][CH2:21][CH2:22][C:23]([OH:25])=[O:24])=[CH:16][CH:15]=1)=O.[CH2:28]([N:30]1[C:39]2[C:34](=[CH:35][CH:36]=[C:37](O)[CH:38]=2)[C:33](C)=CC1(C)C)[CH3:29].C(C1C=CC(OCC(O)=O)=CC=1)=O. (3) Given the product [O:16]=[C:10]([O:6][CH2:5][CH:4]([CH2:7][C:8]#[CH:9])[CH2:1][C:2]#[CH:3])[CH2:11][CH2:12][C:13]([OH:15])=[O:14], predict the reactants needed to synthesize it. The reactants are: [CH2:1]([CH:4]([CH2:7][C:8]#[CH:9])[CH2:5][OH:6])[C:2]#[CH:3].[C:10]1(=[O:16])[O:15][C:13](=[O:14])[CH2:12][CH2:11]1.N1C=CC=CC=1. (4) Given the product [CH3:16][CH:12]1[CH2:13][CH2:14][CH2:15][N:11]1[CH2:10][CH2:9][C:7]1[NH:6][C:5]2[CH:17]=[CH:18][C:2]([C:24]3[CH:25]=[CH:26][C:21]([C:19]#[N:20])=[CH:22][CH:23]=3)=[CH:3][C:4]=2[N:8]=1, predict the reactants needed to synthesize it. The reactants are: Br[C:2]1[CH:18]=[CH:17][C:5]2[NH:6][C:7]([CH2:9][CH2:10][N:11]3[CH2:15][CH2:14][CH2:13][CH:12]3[CH3:16])=[N:8][C:4]=2[CH:3]=1.[C:19]([C:21]1[CH:26]=[CH:25][C:24](B(O)O)=[CH:23][CH:22]=1)#[N:20].C([O-])([O-])=O.[Na+].[Na+]. (5) Given the product [ClH:39].[ClH:39].[ClH:39].[NH2:7][C@@H:8]1[CH2:13][CH2:12][CH2:11][N:10]([C:14]2[N:15]=[CH:16][C:17]([NH:20][C:21]3[C:30]4[C:25](=[CH:26][CH:27]=[C:28]([C:31]5[CH:36]=[C:35]([F:37])[C:34]([OH:38])=[C:33]([Cl:39])[CH:32]=5)[N:29]=4)[N:24]=[CH:23][C:22]=3[C:40](=[O:44])[CH:41]([CH3:42])[CH3:43])=[CH:18][CH:19]=2)[CH2:9]1, predict the reactants needed to synthesize it. The reactants are: C(OC(=O)[NH:7][C@@H:8]1[CH2:13][CH2:12][CH2:11][N:10]([C:14]2[CH:19]=[CH:18][C:17]([NH:20][C:21]3[C:30]4[C:25](=[CH:26][CH:27]=[C:28]([C:31]5[CH:36]=[C:35]([F:37])[C:34]([OH:38])=[C:33]([Cl:39])[CH:32]=5)[N:29]=4)[N:24]=[CH:23][C:22]=3[C:40](=[O:44])[CH:41]([CH3:43])[CH3:42])=[CH:16][N:15]=2)[CH2:9]1)(C)(C)C.C(O)(C(F)(F)F)=O.